This data is from Reaction yield outcomes from USPTO patents with 853,638 reactions. The task is: Predict the reaction yield, written as a fraction of the theoretical maximum amount of product (1.0 means a 100% yield; for example, 0.34 means a 34% yield). The reactants are Br[C:2]1[CH:3]=[N:4][CH:5]=[C:6]([O:8][CH2:9][C@H:10]2[CH2:14][CH2:13][CH2:12][N:11]2[C:15]([O:17][C:18]([CH3:21])([CH3:20])[CH3:19])=[O:16])[CH:7]=1.[F:22][C:23]([F:41])([F:40])[C:24]1[CH:39]=[CH:38][C:27]([CH2:28][O:29][CH2:30][CH2:31][CH:32]2[CH2:37][CH2:36][NH:35][CH2:34][CH2:33]2)=[CH:26][CH:25]=1.CC(C)([O-])C.[Na+]. The catalyst is C1(C)C=CC=CC=1.C1C=CC(/C=C/C(/C=C/C2C=CC=CC=2)=O)=CC=1.C1C=CC(/C=C/C(/C=C/C2C=CC=CC=2)=O)=CC=1.C1C=CC(/C=C/C(/C=C/C2C=CC=CC=2)=O)=CC=1.[Pd].[Pd].C1(P(C2C=CC=CC=2)C2C3OC4C(=CC=CC=4P(C4C=CC=CC=4)C4C=CC=CC=4)C(C)(C)C=3C=CC=2)C=CC=CC=1. The product is [C:18]([O:17][C:15]([N:11]1[CH2:12][CH2:13][CH2:14][C@H:10]1[CH2:9][O:8][C:6]1[CH:5]=[N:4][CH:3]=[C:2]([N:35]2[CH2:34][CH2:33][CH:32]([CH2:31][CH2:30][O:29][CH2:28][C:27]3[CH:26]=[CH:25][C:24]([C:23]([F:22])([F:40])[F:41])=[CH:39][CH:38]=3)[CH2:37][CH2:36]2)[CH:7]=1)=[O:16])([CH3:21])([CH3:20])[CH3:19]. The yield is 1.00.